This data is from Reaction yield outcomes from USPTO patents with 853,638 reactions. The task is: Predict the reaction yield, written as a fraction of the theoretical maximum amount of product (1.0 means a 100% yield; for example, 0.34 means a 34% yield). (1) The reactants are [CH3:1][O:2][C:3]1[CH:8]=[CH:7][C:6]([NH2:9])=[CH:5][CH:4]=1.CC(C)N=C=NC(C)C.[C:19]([O:23][C:24]([N:26]1[CH2:39][CH2:38][C:37]2[C:36]3[C:35]([Cl:40])=[C:34]([Cl:41])[CH:33]=[CH:32][C:31]=3[N:30]([CH2:42][C:43](O)=[O:44])[C:29]=2[CH2:28][CH2:27]1)=[O:25])([CH3:22])([CH3:21])[CH3:20]. The catalyst is CN(C1C=CN=CC=1)C.C1COCC1.CCOC(C)=O. The product is [Cl:41][C:34]1[CH:33]=[CH:32][C:31]2[N:30]([CH2:42][C:43]([NH:9][C:6]3[CH:7]=[CH:8][C:3]([O:2][CH3:1])=[CH:4][CH:5]=3)=[O:44])[C:29]3[CH2:28][CH2:27][N:26]([C:24]([O:23][C:19]([CH3:21])([CH3:20])[CH3:22])=[O:25])[CH2:39][CH2:38][C:37]=3[C:36]=2[C:35]=1[Cl:40]. The yield is 0.360. (2) The reactants are [CH3:1][N:2]([CH3:17])[C:3]1[N:8]=[C:7]([C:9]#N)[CH:6]=[C:5]([C:11]2[O:12][C:13]([CH3:16])=[CH:14][CH:15]=2)[N:4]=1.Cl.C1C[O:22]CC1.[Li+:24].[OH-:25]. The catalyst is O.CO. The product is [Li+:24].[CH3:1][N:2]([CH3:17])[C:3]1[N:8]=[C:7]([C:9]([O-:22])=[O:25])[CH:6]=[C:5]([C:11]2[O:12][C:13]([CH3:16])=[CH:14][CH:15]=2)[N:4]=1. The yield is 0.980.